The task is: Predict the reactants needed to synthesize the given product.. This data is from Full USPTO retrosynthesis dataset with 1.9M reactions from patents (1976-2016). (1) Given the product [Br:1][C:2]1[N:3]([CH:21]([CH3:23])[CH3:22])[C:4]([CH:12]([C:14]2[CH:19]=[CH:18][C:17]([Cl:20])=[CH:16][CH:15]=2)[NH:36][C:32]2[CH:33]=[C:34]([CH3:35])[C:29]3[N:30]([C:26]([CH2:25][F:24])=[N:27][N:28]=3)[CH:31]=2)=[C:5]([C:7]([O:9][CH2:10][CH3:11])=[O:8])[N:6]=1, predict the reactants needed to synthesize it. The reactants are: [Br:1][C:2]1[N:3]([CH:21]([CH3:23])[CH3:22])[C:4]([CH:12]([C:14]2[CH:19]=[CH:18][C:17]([Cl:20])=[CH:16][CH:15]=2)O)=[C:5]([C:7]([O:9][CH2:10][CH3:11])=[O:8])[N:6]=1.[F:24][CH2:25][C:26]1[N:30]2[CH:31]=[C:32]([NH2:36])[CH:33]=[C:34]([CH3:35])[C:29]2=[N:28][N:27]=1. (2) Given the product [CH3:1][C:2]1[CH:11]=[CH:10][C:9]2[C:4](=[CH:5][CH:6]=[CH:7][C:8]=2[O:12][CH2:13][CH2:14][N:15]2[CH2:16][CH2:17][CH:18]([CH2:21][C:22]3[CH:23]=[CH:24][C:25]4[O:30][CH2:29][CH2:28][NH:27][C:26]=4[CH:32]=3)[CH2:19][CH2:20]2)[N:3]=1, predict the reactants needed to synthesize it. The reactants are: [CH3:1][C:2]1[CH:11]=[CH:10][C:9]2[C:4](=[CH:5][CH:6]=[CH:7][C:8]=2[O:12][CH2:13][CH2:14][N:15]2[CH2:20][CH2:19][CH:18]([CH2:21][C:22]3[CH:23]=[CH:24][C:25]4[O:30][CH2:29][C:28](=O)[NH:27][C:26]=4[CH:32]=3)[CH2:17][CH2:16]2)[N:3]=1.[H-].[Al+3].[Li+].[H-].[H-].[H-]. (3) Given the product [CH2:1]([O:8][C:9]1[CH:10]=[CH:11][C:12]2[CH:18]([CH2:27][C:25]([O:24][CH2:23][CH3:22])=[O:26])[C:17](=[CH2:19])[CH2:16][CH2:15][O:14][C:13]=2[CH:21]=1)[C:2]1[CH:7]=[CH:6][CH:5]=[CH:4][CH:3]=1, predict the reactants needed to synthesize it. The reactants are: [CH2:1]([O:8][C:9]1[CH:10]=[CH:11][C:12]2=[C:13]([CH:21]=1)[O:14][CH2:15][CH2:16][C:17]([CH2:19]O)=[CH:18]2)[C:2]1[CH:7]=[CH:6][CH:5]=[CH:4][CH:3]=1.[CH3:22][CH2:23][O:24][C:25]([CH3:27])=[O:26]. (4) Given the product [OH:2][C:3]1[CH:4]=[C:5]([C:9]2[N:13]([C:14]3[CH:19]=[C:18]([CH:17]=[CH:16][N:15]=3)[C:20]([OH:22])=[O:21])[N:12]=[CH:11][CH:10]=2)[CH:6]=[CH:7][CH:8]=1, predict the reactants needed to synthesize it. The reactants are: C[O:2][C:3]1[CH:4]=[C:5]([C:9]2[N:13]([C:14]3[CH:19]=[C:18]([C:20]([OH:22])=[O:21])[CH:17]=[CH:16][N:15]=3)[N:12]=[CH:11][CH:10]=2)[CH:6]=[CH:7][CH:8]=1.B(Br)(Br)Br. (5) Given the product [Si:71]([O:78][CH2:79][CH:80]1[CH2:84][N:83]([CH2:85][C:86]2[CH:91]=[CH:90][C:89]([O:92][CH3:93])=[CH:88][C:87]=2[O:94][CH3:95])[C:82](=[O:96])[CH2:81]1)([C:74]([CH3:77])([CH3:76])[CH3:75])([CH3:73])[CH3:72], predict the reactants needed to synthesize it. The reactants are: COC(C1CC(=O)N(CC2C=CC(OC)=CC=2OC)C1)=O.C(OC)(=O)C(CC(OC)=O)=C.COC1C=C(OC)C=CC=1CN.[BH4-].[Na+].COC1C=C(OC)C=CC=1CN1CC(CO)CC1=O.N1C=CN=C1.[Si:71]([O:78][CH2:79][CH:80]1[CH2:84][N:83]([CH2:85][C:86]2[CH:91]=[CH:90][C:89]([O:92][CH3:93])=[CH:88][C:87]=2[O:94][CH3:95])[C:82](=[O:96])[CH2:81]1)([C:74]([CH3:77])([CH3:76])[CH3:75])([CH3:73])[CH3:72].[Si](Cl)(C(C)(C)C)(C)C. (6) Given the product [Br:1][C:2]1[N:7]=[C:6]([NH:8][CH2:9][CH:10]2[CH2:15][CH2:14][O:13][CH2:12][CH2:11]2)[C:5]([Cl:16])=[CH:4][CH:3]=1.[Br:1][C:2]1[N:7]=[C:6]([NH:8][CH2:9][CH:10]2[CH2:15][CH2:14][O:13][CH2:12][CH2:11]2)[CH:5]=[CH:4][C:3]=1[Cl:16], predict the reactants needed to synthesize it. The reactants are: [Br:1][C:2]1[N:7]=[C:6]([NH:8][CH2:9][CH:10]2[CH2:15][CH2:14][O:13][CH2:12][CH2:11]2)[CH:5]=[CH:4][CH:3]=1.[Cl:16]N1C(=O)CCC1=O. (7) The reactants are: Br[C:2]1[N:10]([CH2:11][C:12]2[CH:17]=[CH:16][C:15]([O:18][CH3:19])=[CH:14][CH:13]=2)[C:9]2[C:8](=[O:20])[N:7]3[C:21]([CH3:24])=[N:22][N:23]=[C:6]3[N:5]([CH2:25][CH2:26][CH2:27][CH2:28][CH3:29])[C:4]=2[N:3]=1.[CH3:30][N:31]1[CH:35]=[C:34](B2OC(C)(C)C(C)(C)O2)[CH:33]=[N:32]1.C(=O)([O-])[O-].[Na+].[Na+].C1(C)C=CC=CC=1. Given the product [CH3:19][O:18][C:15]1[CH:16]=[CH:17][C:12]([CH2:11][N:10]2[C:9]3[C:8](=[O:20])[N:7]4[C:21]([CH3:24])=[N:22][N:23]=[C:6]4[N:5]([CH2:25][CH2:26][CH2:27][CH2:28][CH3:29])[C:4]=3[N:3]=[C:2]2[C:34]2[CH:33]=[N:32][N:31]([CH3:30])[CH:35]=2)=[CH:13][CH:14]=1, predict the reactants needed to synthesize it. (8) Given the product [CH3:27][O:28][C:29]1[C:30](=[O:53])[C:31]([CH3:52])=[C:32]([CH2:38][C:39]2[CH:40]=[CH:41][C:42]([O:48][C:49](=[O:51])[CH3:50])=[C:43]([CH:47]=2)[C:44]([NH:8][C:7]2[CH:9]=[CH:10][C:4]([CH2:3][C:1]#[N:2])=[CH:5][CH:6]=2)=[O:45])[C:33](=[O:37])[C:34]=1[O:35][CH3:36], predict the reactants needed to synthesize it. The reactants are: [C:1]([CH2:3][C:4]1[CH:10]=[CH:9][C:7]([NH2:8])=[CH:6][CH:5]=1)#[N:2].C(N(CC)CC)C.[Cl-].ClC1N(C)CC[NH+]1C.[CH3:27][O:28][C:29]1[C:30](=[O:53])[C:31]([CH3:52])=[C:32]([CH2:38][C:39]2[CH:40]=[CH:41][C:42]([O:48][C:49](=[O:51])[CH3:50])=[C:43]([CH:47]=2)[C:44](O)=[O:45])[C:33](=[O:37])[C:34]=1[O:35][CH3:36].